Dataset: Forward reaction prediction with 1.9M reactions from USPTO patents (1976-2016). Task: Predict the product of the given reaction. (1) Given the reactants [Br:1][C:2]1[CH:13]=[CH:12][C:5]([C:6]([NH:8][CH:9]2[CH2:11][CH2:10]2)=O)=[C:4]([CH3:14])[CH:3]=1.S(C)C.C([O-])([O-])=O.[Na+].[Na+], predict the reaction product. The product is: [Br:1][C:2]1[CH:13]=[CH:12][C:5]([CH2:6][NH:8][CH:9]2[CH2:10][CH2:11]2)=[C:4]([CH3:14])[CH:3]=1. (2) Given the reactants [C:1]([O:5][C:6](=[O:23])[NH:7][CH:8]([C:20](=O)[NH2:21])[CH2:9][CH2:10][CH2:11][C:12]1[CH:17]=[CH:16][C:15]([O:18][CH3:19])=[CH:14][CH:13]=1)([CH3:4])([CH3:3])[CH3:2].CO, predict the reaction product. The product is: [C:1]([O:5][C:6](=[O:23])[NH:7][CH:8]([CH2:20][NH2:21])[CH2:9][CH2:10][CH2:11][C:12]1[CH:13]=[CH:14][C:15]([O:18][CH3:19])=[CH:16][CH:17]=1)([CH3:4])([CH3:2])[CH3:3]. (3) Given the reactants [H-].[Na+].C([O:10][C:11]1[CH:16]=[CH:15][C:14]([C:17](=[O:24])[CH2:18][C:19](OCC)=O)=[CH:13][C:12]=1[CH3:25])C1C=CC=CC=1.ClC[C:28]1[S:29][C:30]2[CH:37]=[CH:36][CH:35]=[CH:34][C:31]=2[C:32]=1[CH3:33], predict the reaction product. The product is: [OH:10][C:11]1[CH:16]=[CH:15][C:14]([C:17](=[O:24])[CH2:18][CH2:19][C:28]2[S:29][C:30]3[CH:37]=[CH:36][CH:35]=[CH:34][C:31]=3[C:32]=2[CH3:33])=[CH:13][C:12]=1[CH3:25].